Dataset: Peptide-MHC class II binding affinity with 134,281 pairs from IEDB. Task: Regression. Given a peptide amino acid sequence and an MHC pseudo amino acid sequence, predict their binding affinity value. This is MHC class II binding data. (1) The peptide sequence is VTRMAMTDTTPFGQQ. The MHC is DRB1_1101 with pseudo-sequence DRB1_1101. The binding affinity (normalized) is 0. (2) The peptide sequence is AADHAAPEDKYEAFV. The MHC is HLA-DQA10104-DQB10503 with pseudo-sequence HLA-DQA10104-DQB10503. The binding affinity (normalized) is 0.0953. (3) The peptide sequence is ATTANVPPADKYKTF. The MHC is HLA-DQA10102-DQB10502 with pseudo-sequence HLA-DQA10102-DQB10502. The binding affinity (normalized) is 0.0832. (4) The peptide sequence is TEQYKFQADSPKRLA. The MHC is DRB1_0404 with pseudo-sequence DRB1_0404. The binding affinity (normalized) is 0.265. (5) The peptide sequence is STKATRYLVKTESWILR. The MHC is DRB1_1101 with pseudo-sequence DRB1_1101. The binding affinity (normalized) is 0.535. (6) The peptide sequence is MSSKFPELGMNASHC. The MHC is DRB1_0701 with pseudo-sequence DRB1_0701. The binding affinity (normalized) is 0.119.